Dataset: Forward reaction prediction with 1.9M reactions from USPTO patents (1976-2016). Task: Predict the product of the given reaction. (1) Given the reactants [Br:1][C:2]1[S:6][CH:5]=[C:4]([C:7](O)=[O:8])[C:3]=1[CH3:10].Cl.[NH2:12][CH2:13][C:14]1[C:15](=[O:22])[NH:16][C:17]([CH3:21])=[CH:18][C:19]=1[CH3:20].CN1CCOCC1.C(Cl)CCl.C1C=NC2N(O)N=NC=2C=1, predict the reaction product. The product is: [Br:1][C:2]1[S:6][CH:5]=[C:4]([C:7]([NH:12][CH2:13][C:14]2[C:15](=[O:22])[NH:16][C:17]([CH3:21])=[CH:18][C:19]=2[CH3:20])=[O:8])[C:3]=1[CH3:10]. (2) Given the reactants [CH3:1][S:2][C:3]1[CH:4]=[C:5]([C:9]([C:11]2[N:15]([CH3:16])[N:14]=[N:13][N:12]=2)=O)[CH:6]=[CH:7][CH:8]=1.Cl.[NH2:18][OH:19], predict the reaction product. The product is: [OH:19][N:18]=[C:9]([C:5]1[CH:6]=[CH:7][CH:8]=[C:3]([S:2][CH3:1])[CH:4]=1)[C:11]1[N:15]([CH3:16])[N:14]=[N:13][N:12]=1. (3) Given the reactants [CH2:1]([N:3]1[CH:7]=[C:6]([C:8]2[CH:13]=[CH:12][N:11]=[C:10]3[NH:14][C:15]([C:17]4[CH:22]=[CH:21][C:20]([CH2:23][N:24]5[CH2:29][CH2:28][O:27][CH2:26][CH2:25]5)=[CH:19][CH:18]=4)=[CH:16][C:9]=23)[C:5]([C:30]2[CH:35]=[CH:34][C:33]([NH2:36])=[CH:32][CH:31]=2)=[N:4]1)[CH3:2].[CH2:37]([N:39]([CH2:42][CH3:43])[CH2:40]C)[CH3:38].ClC(OC(C)=C)=[O:46].N1CCCC1, predict the reaction product. The product is: [CH2:1]([N:3]1[CH:7]=[C:6]([C:8]2[CH:13]=[CH:12][N:11]=[C:10]3[NH:14][C:15]([C:17]4[CH:22]=[CH:21][C:20]([CH2:23][N:24]5[CH2:29][CH2:28][O:27][CH2:26][CH2:25]5)=[CH:19][CH:18]=4)=[CH:16][C:9]=23)[C:5]([C:30]2[CH:35]=[CH:34][C:33]([NH:36][C:40]([N:39]3[CH2:42][CH2:43][CH2:38][CH2:37]3)=[O:46])=[CH:32][CH:31]=2)=[N:4]1)[CH3:2]. (4) Given the reactants C(OC(=O)[NH:7][CH:8]([C:12]([N:14]1[CH2:18][CH2:17][CH:16]2[N:19]([C:32]3[N:37]=[CH:36][CH:35]=[CH:34][N:33]=3)[CH2:20][CH:21]([C:22]3[C:30]4[C:25](=[CH:26][C:27]([F:31])=[CH:28][CH:29]=4)[NH:24][CH:23]=3)[CH:15]12)=[O:13])[CH:9]([CH3:11])[CH3:10])(C)(C)C.C(O)(C(F)(F)F)=O, predict the reaction product. The product is: [NH2:7][CH:8]([CH:9]([CH3:11])[CH3:10])[C:12]([N:14]1[CH2:18][CH2:17][CH:16]2[N:19]([C:32]3[N:37]=[CH:36][CH:35]=[CH:34][N:33]=3)[CH2:20][CH:21]([C:22]3[C:30]4[C:25](=[CH:26][C:27]([F:31])=[CH:28][CH:29]=4)[NH:24][CH:23]=3)[CH:15]12)=[O:13]. (5) Given the reactants [NH2:1][CH2:2][C@:3]1([CH2:18][OH:19])[O:7][C@@H:6]([N:8]2[CH:16]=[C:14]([CH3:15])[C:12](=[O:13])[NH:11][C:9]2=[O:10])[CH2:5][C@@H:4]1[OH:17].[C:20]([NH:23][CH2:24][C:25](O)=[O:26])(=[O:22])[CH3:21].[B-](F)(F)(F)F.CN(C(ON1C(=O)CCC1=O)=[N+](C)C)C.C(N(C(C)C)CC)(C)C, predict the reaction product. The product is: [C:20]([NH:23][CH2:24][C:25]([NH:1][CH2:2][C@:3]1([CH2:18][OH:19])[O:7][C@@H:6]([N:8]2[CH:16]=[C:14]([CH3:15])[C:12](=[O:13])[NH:11][C:9]2=[O:10])[CH2:5][C@@H:4]1[OH:17])=[O:26])(=[O:22])[CH3:21]. (6) Given the reactants [CH3:1][N:2]1[CH:6]=[CH:5][N:4]=[C:3]1[CH2:7][OH:8].[Br:9]N1C(=O)CCC1=O, predict the reaction product. The product is: [Br:9][C:6]1[N:2]([CH3:1])[C:3]([CH2:7][OH:8])=[N:4][CH:5]=1. (7) Given the reactants [CH3:1][C@H:2]1[N:7]([C:8]2[N:9]([CH3:21])[C:10](=[O:20])[CH:11]=[C:12]([C:14]3[CH:19]=[CH:18][N:17]=[CH:16][N:15]=3)[N:13]=2)[CH2:6][CH2:5][N:4]([C:22]2[CH:29]=[CH:28][C:25]([C:26]#[N:27])=[CH:24][CH:23]=2)[CH2:3]1.[Cl-].[OH:31][NH3+:32].C(=O)([O-])[O-].[Na+].[Na+], predict the reaction product. The product is: [OH:31][NH:32][C:26](=[NH:27])[C:25]1[CH:28]=[CH:29][C:22]([N:4]2[CH2:5][CH2:6][N:7]([C:8]3[N:9]([CH3:21])[C:10](=[O:20])[CH:11]=[C:12]([C:14]4[CH:19]=[CH:18][N:17]=[CH:16][N:15]=4)[N:13]=3)[C@H:2]([CH3:1])[CH2:3]2)=[CH:23][CH:24]=1. (8) Given the reactants [CH2:1]([NH:5][C:6]1[CH:7]=[C:8]([B:12]([OH:14])[OH:13])[CH:9]=[CH:10][CH:11]=1)[CH2:2][CH2:3][CH3:4].[CH3:15][N:16]=[C:17]=[O:18], predict the reaction product. The product is: [CH2:1]([N:5]([C:6]1[CH:7]=[C:8]([B:12]([OH:14])[OH:13])[CH:9]=[CH:10][CH:11]=1)[C:17]([NH:16][CH3:15])=[O:18])[CH2:2][CH2:3][CH3:4]. (9) The product is: [Cl:1][C:2]1[C:11]2[C:6](=[C:7]([F:13])[CH:8]=[C:9]([S:22][CH2:23][CH3:24])[CH:10]=2)[N:5]=[N:4][C:3]=1[C:14]([NH2:16])=[O:15]. Given the reactants [Cl:1][C:2]1[C:11]2[C:6](=[C:7]([F:13])[CH:8]=[C:9](I)[CH:10]=2)[N:5]=[N:4][C:3]=1[C:14]([NH2:16])=[O:15].C([Sn](CCCC)(CCCC)[S:22][CH2:23][CH3:24])CCC, predict the reaction product. (10) Given the reactants [CH3:1][O:2][C:3]1[CH:4]=[CH:5][C:6]([C@H:9]2[CH2:11][C@@H:10]2[CH2:12][O:13][C:14]2[C:23]([C:24]3[CH2:29][N:28]([C:30]([O:32][C:33]([CH3:36])([CH3:35])[CH3:34])=[O:31])[CH2:27][CH2:26][CH:25]=3)=[CH:22][C:21]3[C:16](=[CH:17][CH:18]=[CH:19][N:20]=3)[N:15]=2)=[N:7][CH:8]=1, predict the reaction product. The product is: [CH3:1][O:2][C:3]1[CH:4]=[CH:5][C:6]([C@H:9]2[CH2:11][C@@H:10]2[CH2:12][O:13][C:14]2[C:23]([CH:24]3[CH2:25][CH2:26][CH2:27][N:28]([C:30]([O:32][C:33]([CH3:36])([CH3:35])[CH3:34])=[O:31])[CH2:29]3)=[CH:22][C:21]3[C:16](=[CH:17][CH:18]=[CH:19][N:20]=3)[N:15]=2)=[N:7][CH:8]=1.